This data is from Forward reaction prediction with 1.9M reactions from USPTO patents (1976-2016). The task is: Predict the product of the given reaction. Given the reactants [C:1]([OH:6])(=O)[CH2:2][CH2:3][CH3:4].Cl.[CH3:8][NH:9][O:10][CH3:11].F[P-](F)(F)(F)(F)F.N1(O[P+](N(C)C)(N(C)C)N(C)C)C2C=CC=CC=2N=N1, predict the reaction product. The product is: [CH3:11][O:10][N:9]([CH3:8])[C:1](=[O:6])[CH2:2][CH2:3][CH3:4].